Dataset: Forward reaction prediction with 1.9M reactions from USPTO patents (1976-2016). Task: Predict the product of the given reaction. (1) Given the reactants [CH3:1][N:2]1[CH:10]=[C:9]2[C:4]([CH:5]=[C:6]([NH:11][C:12]([C:14]3[CH:19]=[CH:18][CH:17]=[CH:16][C:15]=3[NH:20][CH2:21][C:22]3[CH:27]=[CH:26][N:25]=[C:24]([NH:28][C:29]([N:31]4[CH2:36][CH2:35][C:34](=[O:37])[CH2:33][CH2:32]4)=[O:30])[CH:23]=3)=[O:13])[CH:7]=[CH:8]2)=[N:3]1.[CH3:38][Li], predict the reaction product. The product is: [CH3:1][N:2]1[CH:10]=[C:9]2[C:4]([CH:5]=[C:6]([NH:11][C:12]([C:14]3[CH:19]=[CH:18][CH:17]=[CH:16][C:15]=3[NH:20][CH2:21][C:22]3[CH:27]=[CH:26][N:25]=[C:24]([NH:28][C:29]([N:31]4[CH2:32][CH2:33][C:34]([OH:37])([CH3:38])[CH2:35][CH2:36]4)=[O:30])[CH:23]=3)=[O:13])[CH:7]=[CH:8]2)=[N:3]1. (2) Given the reactants [NH2:1][C:2]1[N:10]=[C:9]2[C:5]([N:6]=[CH:7][N:8]2[CH2:11][CH2:12][CH2:13][N:14]=[N+]=[N-])=[C:4]([O:17][CH2:18][C:19]2[CH:32]=[CH:31][C:22]([CH2:23][NH:24][C:25](=[O:30])[C:26]([F:29])([F:28])[F:27])=[CH:21][CH:20]=2)[N:3]=1.CP(C)C, predict the reaction product. The product is: [NH2:1][C:2]1[N:10]=[C:9]2[C:5]([N:6]=[CH:7][N:8]2[CH2:11][CH2:12][CH2:13][NH2:14])=[C:4]([O:17][CH2:18][C:19]2[CH:20]=[CH:21][C:22]([CH2:23][NH:24][C:25](=[O:30])[C:26]([F:27])([F:29])[F:28])=[CH:31][CH:32]=2)[N:3]=1. (3) Given the reactants [Br:1][C:2]1[C:3]([F:12])=[CH:4][C:5](F)=[C:6]([C:8](=O)[CH3:9])[CH:7]=1.O.[NH2:14][NH2:15], predict the reaction product. The product is: [Br:1][C:2]1[CH:7]=[C:6]2[C:5](=[CH:4][C:3]=1[F:12])[NH:15][N:14]=[C:8]2[CH3:9]. (4) Given the reactants [C:1]([N:4]1[C:13]2[C:8](=[N:9][CH:10]=[CH:11][CH:12]=2)[CH:7]([NH2:14])[CH2:6][CH:5]1[CH3:15])(=[O:3])[CH3:2].[Cl:16][C:17]1[CH:22]=[CH:21][C:20](B(O)O)=[CH:19][CH:18]=1.C([O-])(=O)C.N1C=CC=CC=1, predict the reaction product. The product is: [C:1]([N:4]1[C:13]2[C:8](=[N:9][CH:10]=[CH:11][CH:12]=2)[C@H:7]([NH:14][C:20]2[CH:21]=[CH:22][C:17]([Cl:16])=[CH:18][CH:19]=2)[CH2:6][C@@H:5]1[CH3:15])(=[O:3])[CH3:2]. (5) Given the reactants C(O[C:6](=O)[NH:7][CH2:8][CH2:9][CH2:10][CH2:11][NH2:12])(C)(C)C.[CH:14](=O)[CH2:15][CH3:16].C([BH3-])#N.[Na+].[C:22](OC)(OC)(OC)[CH3:23], predict the reaction product. The product is: [CH2:14]([N:7]([CH2:6][CH2:22][CH3:23])[CH2:8][CH2:9][CH2:10][CH2:11][NH2:12])[CH2:15][CH3:16]. (6) Given the reactants [CH3:1][S:2](Cl)(=[O:4])=[O:3].[Si:6]([O:13][CH:14]1[CH2:19][CH2:18][NH:17][CH2:16][CH2:15]1)([C:9]([CH3:12])([CH3:11])[CH3:10])([CH3:8])[CH3:7].CCN(C(C)C)C(C)C.O, predict the reaction product. The product is: [CH3:1][S:2]([N:17]1[CH2:18][CH2:19][CH:14]([O:13][Si:6]([C:9]([CH3:12])([CH3:11])[CH3:10])([CH3:7])[CH3:8])[CH2:15][CH2:16]1)(=[O:4])=[O:3]. (7) Given the reactants FC(F)(F)[C:3]([OH:5])=O.[CH2:8]1[CH:12]2[CH2:13][C:14](=[O:16])[CH2:15][CH:11]2[CH2:10][NH:9]1.[N-]=[C:18]=O.C([N:22]([CH2:25][CH3:26])CC)C, predict the reaction product. The product is: [CH:25]([NH:22][C:3]([N:9]1[CH2:10][CH:11]2[CH2:15][C:14](=[O:16])[CH2:13][CH:12]2[CH2:8]1)=[O:5])([CH3:26])[CH3:18].